Dataset: Reaction yield outcomes from USPTO patents with 853,638 reactions. Task: Predict the reaction yield, written as a fraction of the theoretical maximum amount of product (1.0 means a 100% yield; for example, 0.34 means a 34% yield). The reactants are C([Li])CCC.Br[C:7]1[CH:8]=[N:9][CH:10]=[CH:11][C:12]=1[CH3:13].COB(OC)OC.[C:21]([O:25][C:26](=[O:47])[NH:27][C:28]([C:30]1[S:31][C:32]([S:45][CH3:46])=[C:33]([S:35]([C:38]2[CH:43]=[CH:42][CH:41]=[C:40](Br)[CH:39]=2)(=[O:37])=[O:36])[CH:34]=1)=[NH:29])([CH3:24])([CH3:23])[CH3:22].C([O-])([O-])=O.[Na+].[Na+]. The catalyst is CCOCC.C1C=CC([P]([Pd]([P](C2C=CC=CC=2)(C2C=CC=CC=2)C2C=CC=CC=2)([P](C2C=CC=CC=2)(C2C=CC=CC=2)C2C=CC=CC=2)[P](C2C=CC=CC=2)(C2C=CC=CC=2)C2C=CC=CC=2)(C2C=CC=CC=2)C2C=CC=CC=2)=CC=1.C1(C)C=CC=CC=1.C(O)C. The product is [C:21]([O:25][C:26](=[O:47])[NH:27][C:28](=[NH:29])[C:30]1[S:31][C:32]([S:45][CH3:46])=[C:33]([S:35]([C:38]2[CH:39]=[CH:40][CH:41]=[C:42]([C:7]3[CH:8]=[N:9][CH:10]=[CH:11][C:12]=3[CH3:13])[CH:43]=2)(=[O:37])=[O:36])[CH:34]=1)([CH3:24])([CH3:22])[CH3:23]. The yield is 0.710.